From a dataset of Forward reaction prediction with 1.9M reactions from USPTO patents (1976-2016). Predict the product of the given reaction. (1) Given the reactants [CH2:1]([N:5]([CH2:8][CH:9]([CH3:11])[CH3:10])[CH:6]=O)[CH:2]([CH3:4])[CH3:3].P(Cl)(Cl)(Cl)=O.[Cl:17][C:18]1[N:19]=[C:20]2[CH:25]=[CH:24][C:23]([Cl:26])=[N:22][N:21]2[C:27]=1[S:28]([NH2:31])(=[O:30])=[O:29].C(N(CC)CC)C.C(=O)(O)[O-].[Na+], predict the reaction product. The product is: [Cl:17][C:18]1[N:19]=[C:20]2[CH:25]=[CH:24][C:23]([Cl:26])=[N:22][N:21]2[C:27]=1[S:28]([N:31]=[CH:6][N:5]([CH2:8][CH:9]([CH3:11])[CH3:10])[CH2:1][CH:2]([CH3:4])[CH3:3])(=[O:30])=[O:29]. (2) Given the reactants [N:1]1([CH2:7][C:8]#[N:9])[CH2:6][CH2:5][NH:4][CH2:3][CH2:2]1.CCN(CC)CC.[Cl:17][C:18]1[CH:19]=[CH:20][C:21]2[CH:25]=[C:24]([S:26](Cl)(=[O:28])=[O:27])[S:23][C:22]=2[CH:30]=1, predict the reaction product. The product is: [Cl:17][C:18]1[CH:19]=[CH:20][C:21]2[CH:25]=[C:24]([S:26]([N:4]3[CH2:5][CH2:6][N:1]([CH2:7][C:8]#[N:9])[CH2:2][CH2:3]3)(=[O:28])=[O:27])[S:23][C:22]=2[CH:30]=1.